Dataset: NCI-60 drug combinations with 297,098 pairs across 59 cell lines. Task: Regression. Given two drug SMILES strings and cell line genomic features, predict the synergy score measuring deviation from expected non-interaction effect. (1) Drug 1: CS(=O)(=O)OCCCCOS(=O)(=O)C. Drug 2: C1CC(=O)NC(=O)C1N2C(=O)C3=CC=CC=C3C2=O. Cell line: UACC62. Synergy scores: CSS=17.6, Synergy_ZIP=-2.89, Synergy_Bliss=1.18, Synergy_Loewe=-1.19, Synergy_HSA=0.513. (2) Drug 1: C1=CC(=C2C(=C1NCCNCCO)C(=O)C3=C(C=CC(=C3C2=O)O)O)NCCNCCO. Drug 2: CC1=C2C(C(=O)C3(C(CC4C(C3C(C(C2(C)C)(CC1OC(=O)C(C(C5=CC=CC=C5)NC(=O)C6=CC=CC=C6)O)O)OC(=O)C7=CC=CC=C7)(CO4)OC(=O)C)O)C)OC(=O)C. Cell line: SF-268. Synergy scores: CSS=53.7, Synergy_ZIP=2.79, Synergy_Bliss=1.47, Synergy_Loewe=1.04, Synergy_HSA=3.32. (3) Drug 1: C1=CC(=CC=C1CC(C(=O)O)N)N(CCCl)CCCl.Cl. Drug 2: CC1=C(C=C(C=C1)NC(=O)C2=CC=C(C=C2)CN3CCN(CC3)C)NC4=NC=CC(=N4)C5=CN=CC=C5. Cell line: NCI-H522. Synergy scores: CSS=16.4, Synergy_ZIP=1.11, Synergy_Bliss=3.85, Synergy_Loewe=0.129, Synergy_HSA=2.99. (4) Drug 1: C1CC(C1)(C(=O)O)C(=O)O.[NH2-].[NH2-].[Pt+2]. Drug 2: CCC1(CC2CC(C3=C(CCN(C2)C1)C4=CC=CC=C4N3)(C5=C(C=C6C(=C5)C78CCN9C7C(C=CC9)(C(C(C8N6C)(C(=O)OC)O)OC(=O)C)CC)OC)C(=O)OC)O.OS(=O)(=O)O. Cell line: MDA-MB-231. Synergy scores: CSS=6.68, Synergy_ZIP=-3.55, Synergy_Bliss=-0.809, Synergy_Loewe=1.45, Synergy_HSA=1.05. (5) Drug 1: C1=CC=C(C=C1)NC(=O)CCCCCCC(=O)NO. Drug 2: COCCOC1=C(C=C2C(=C1)C(=NC=N2)NC3=CC=CC(=C3)C#C)OCCOC.Cl. Cell line: BT-549. Synergy scores: CSS=-4.33, Synergy_ZIP=0.892, Synergy_Bliss=-1.30, Synergy_Loewe=-4.51, Synergy_HSA=-3.75. (6) Drug 1: CC1=C2C(C(=O)C3(C(CC4C(C3C(C(C2(C)C)(CC1OC(=O)C(C(C5=CC=CC=C5)NC(=O)OC(C)(C)C)O)O)OC(=O)C6=CC=CC=C6)(CO4)OC(=O)C)OC)C)OC. Drug 2: CN(C)C1=NC(=NC(=N1)N(C)C)N(C)C. Cell line: SK-MEL-2. Synergy scores: CSS=55.7, Synergy_ZIP=7.99, Synergy_Bliss=9.06, Synergy_Loewe=-27.4, Synergy_HSA=7.30.